Dataset: Forward reaction prediction with 1.9M reactions from USPTO patents (1976-2016). Task: Predict the product of the given reaction. (1) The product is: [CH:11]1([N:14]2[CH2:19][C:18]3([CH2:24][CH2:23][N:22]([S:25]([C:28]4[CH:29]=[CH:30][C:31]([C:2]5[CH:3]=[CH:4][C:5]6[N:6]([CH:8]=[CH:9][N:10]=6)[CH:7]=5)=[CH:32][CH:33]=4)(=[O:26])=[O:27])[CH2:21][CH2:20]3)[O:17][CH2:16][C:15]2=[O:43])[CH2:12][CH2:13]1. Given the reactants Br[C:2]1[CH:3]=[CH:4][C:5]2[N:6]([CH:8]=[CH:9][N:10]=2)[CH:7]=1.[CH:11]1([N:14]2[CH2:19][C:18]3([CH2:24][CH2:23][N:22]([S:25]([C:28]4[CH:33]=[CH:32][C:31](B5OC(C)(C)C(C)(C)O5)=[CH:30][CH:29]=4)(=[O:27])=[O:26])[CH2:21][CH2:20]3)[O:17][CH2:16][C:15]2=[O:43])[CH2:13][CH2:12]1, predict the reaction product. (2) Given the reactants CS(O[CH2:6][C:7]1[C:15]2[C:11](=[CH:12][N:13]([CH2:16][O:17][CH2:18][CH2:19][Si:20]([CH3:23])([CH3:22])[CH3:21])[N:14]=2)[CH:10]=[C:9]([Cl:24])[CH:8]=1)(=O)=O.[C-:25]#[N:26].[Na+], predict the reaction product. The product is: [Cl:24][C:9]1[CH:8]=[C:7]([CH2:6][C:25]#[N:26])[C:15]2[C:11](=[CH:12][N:13]([CH2:16][O:17][CH2:18][CH2:19][Si:20]([CH3:23])([CH3:22])[CH3:21])[N:14]=2)[CH:10]=1.